Dataset: Forward reaction prediction with 1.9M reactions from USPTO patents (1976-2016). Task: Predict the product of the given reaction. Given the reactants [H-].[Na+].[F:3][C:4]1[C:9]([C:10]2[CH:15]=[CH:14][CH:13]=[C:12]([CH3:16])[CH:11]=2)=[C:8]([CH:17]([OH:31])[C@@H:18]2[CH2:23][CH2:22][CH2:21][N:20]([C:24]([O:26][C:27]([CH3:30])([CH3:29])[CH3:28])=[O:25])[CH2:19]2)[CH:7]=[CH:6][CH:5]=1.Br[CH2:33][C:34]([O:36][CH2:37][CH3:38])=[O:35].[NH4+].[Cl-], predict the reaction product. The product is: [CH2:37]([O:36][C:34](=[O:35])[CH2:33][O:31][CH:17]([C:8]1[CH:7]=[CH:6][CH:5]=[C:4]([F:3])[C:9]=1[C:10]1[CH:15]=[CH:14][CH:13]=[C:12]([CH3:16])[CH:11]=1)[C@@H:18]1[CH2:23][CH2:22][CH2:21][N:20]([C:24]([O:26][C:27]([CH3:28])([CH3:30])[CH3:29])=[O:25])[CH2:19]1)[CH3:38].